Dataset: Catalyst prediction with 721,799 reactions and 888 catalyst types from USPTO. Task: Predict which catalyst facilitates the given reaction. (1) The catalyst class is: 3. Product: [C:1]([O:5][C:6]([N:8]1[CH2:22][CH2:21][C:12]2=[C:13]([Cl:20])[N:14]3[C:18]([N:19]=[C:11]2[CH2:10][CH2:9]1)=[C:17]([I:23])[CH:16]=[N:15]3)=[O:7])([CH3:4])([CH3:2])[CH3:3]. Reactant: [C:1]([O:5][C:6]([N:8]1[CH2:22][CH2:21][C:12]2=[C:13]([Cl:20])[N:14]3[C:18]([N:19]=[C:11]2[CH2:10][CH2:9]1)=[CH:17][CH:16]=[N:15]3)=[O:7])([CH3:4])([CH3:3])[CH3:2].[I:23]N1C(=O)CCC1=O.CCOC(C)=O. (2) The catalyst class is: 10. Reactant: [Cl:1][C:2]1[N:3]=[N:4][C:5](I)=[CH:6][CH:7]=1.[Cu](C#N)[C:10]#[N:11].ClCCl. Product: [Cl:1][C:2]1[N:3]=[N:4][C:5]([C:10]#[N:11])=[CH:6][CH:7]=1. (3) Reactant: [CH2:1]([O:3][C:4](=[O:29])[C:5]1[CH:10]=[CH:9][CH:8]=[C:7]([N:11]([C:19]2[C:20]3[N:21]([N:26]=[CH:27][N:28]=3)[C:22](Br)=[CH:23][N:24]=2)[C:12]([O:14][C:15]([CH3:18])([CH3:17])[CH3:16])=[O:13])[CH:6]=1)[CH3:2].CC1(C)C(C)(C)OB([C:38]2[CH:39]=[N:40][NH:41][CH:42]=2)O1.C([O-])([O-])=O.[K+].[K+]. Product: [CH2:1]([O:3][C:4](=[O:29])[C:5]1[CH:10]=[CH:9][CH:8]=[C:7]([N:11]([C:12]([O:14][C:15]([CH3:18])([CH3:17])[CH3:16])=[O:13])[C:19]2[C:20]3[N:21]([N:26]=[CH:27][N:28]=3)[C:22]([C:38]3[CH:39]=[N:40][NH:41][CH:42]=3)=[CH:23][N:24]=2)[CH:6]=1)[CH3:2]. The catalyst class is: 38. (4) Reactant: [CH3:1][C@@H:2]([NH:13][CH2:14][CH2:15][CH2:16][C:17]1[CH:18]=[CH:19][CH:20]=[C:21]([C:23]([F:26])([F:25])[F:24])[CH:22]=1)[C:3]1[CH:4]=[CH:5][CH:6]=[C:7]2[CH:12]=[CH:11][CH:10]=[CH:9][C:8]=12.C(O)(=O)C.C[Si](C)(C)[Cl:33]. Product: [CH3:1][C@@H:2]([NH:13][CH2:14][CH2:15][CH2:16][C:17]1[CH:18]=[CH:19][CH:20]=[C:21]([C:23]([F:24])([F:25])[F:26])[CH:22]=1)[C:3]1[CH:4]=[CH:5][CH:6]=[C:7]2[CH:12]=[CH:11][CH:10]=[CH:9][C:8]=12.[ClH:33]. The catalyst class is: 10.